Dataset: Forward reaction prediction with 1.9M reactions from USPTO patents (1976-2016). Task: Predict the product of the given reaction. (1) Given the reactants [F:1][CH2:2][C:3](=O)[CH3:4].[CH3:6][O:7][CH2:8][CH2:9][O:10][C:11]1[CH:16]=[CH:15][N:14]2[C:17]([C:20]3[CH:29]=[CH:28][C:27]4[C:22](=[C:23]([N:30]5[CH2:35][CH2:34][CH:33]([NH2:36])[CH2:32][CH2:31]5)[CH:24]=[CH:25][CH:26]=4)[N:21]=3)=[CH:18][N:19]=[C:13]2[CH:12]=1.C(N(CC)CC)C.[BH4-].[Na+], predict the reaction product. The product is: [F:1][CH2:2][CH:3]([NH:36][CH:33]1[CH2:34][CH2:35][N:30]([C:23]2[CH:24]=[CH:25][CH:26]=[C:27]3[C:22]=2[N:21]=[C:20]([C:17]2[N:14]4[CH:15]=[CH:16][C:11]([O:10][CH2:9][CH2:8][O:7][CH3:6])=[CH:12][C:13]4=[N:19][CH:18]=2)[CH:29]=[CH:28]3)[CH2:31][CH2:32]1)[CH3:4]. (2) Given the reactants [O:1]1[CH2:6][CH2:5][CH2:4][O:3][CH:2]1[CH2:7][CH2:8][CH:9]([CH:11]1[CH2:16][CH:15]2[CH2:17][CH:12]1[CH:13]=[CH:14]2)[OH:10].[C:18](OC(=O)C)(=[O:20])[CH3:19].C(Cl)Cl.C(N(CC)CC)C, predict the reaction product. The product is: [C:18]([O:10][CH:9]([CH:11]1[CH2:16][CH:15]2[CH2:17][CH:12]1[CH:13]=[CH:14]2)[CH2:8][CH2:7][CH:2]1[O:3][CH2:4][CH2:5][CH2:6][O:1]1)(=[O:20])[CH3:19].